From a dataset of Reaction yield outcomes from USPTO patents with 853,638 reactions. Predict the reaction yield, written as a fraction of the theoretical maximum amount of product (1.0 means a 100% yield; for example, 0.34 means a 34% yield). (1) The reactants are C(N(CC)CC)C.Br[C:9]1[CH:19]=[C:13]2[C:14]([O:16][C:17](=[O:18])[C:12]2=[CH:11][CH:10]=1)=[O:15].[Br:20][C:21]1[CH:22]=[C:23]2[C:28](=[CH:29][CH:30]=1)[CH:27]=[C:26]([SH:31])[CH:25]=[CH:24]2.CN(C=[O:36])C. No catalyst specified. The product is [Br:20][C:21]1[CH:22]=[C:23]2[C:28](=[CH:29][CH:30]=1)[CH:27]=[C:26]([S:31][C:10]1[CH:11]=[C:12]([C:17]([OH:16])=[O:18])[C:13](=[CH:19][CH:9]=1)[C:14]([OH:36])=[O:15])[CH:25]=[CH:24]2. The yield is 0.740. (2) The reactants are [F:1][C:2]1[CH:7]=[CH:6][C:5]([C:8]2[C:17]([N:18]3[C:27]4[C:22](=[CH:23][CH:24]=[CH:25][CH:26]=4)[CH2:21][CH2:20][CH2:19]3)=[N:16][C:15]3[C:10](=[CH:11][CH:12]=[C:13]([C:28]([O:30][CH3:31])=[O:29])[CH:14]=3)[N:9]=2)=[CH:4][CH:3]=1.[S:32](=[O:36])(=O)(O)[OH:33].S(Cl)([Cl:39])=O.C(OCC)(=O)C. The catalyst is C(Cl)(Cl)Cl. The product is [Cl:39][S:32]([C:24]1[CH:23]=[C:22]2[C:27](=[CH:26][CH:25]=1)[N:18]([C:17]1[C:8]([C:5]3[CH:6]=[CH:7][C:2]([F:1])=[CH:3][CH:4]=3)=[N:9][C:10]3[C:15]([N:16]=1)=[CH:14][C:13]([C:28]([O:30][CH3:31])=[O:29])=[CH:12][CH:11]=3)[CH2:19][CH2:20][CH2:21]2)(=[O:36])=[O:33]. The yield is 0.700.